Dataset: Reaction yield outcomes from USPTO patents with 853,638 reactions. Task: Predict the reaction yield, written as a fraction of the theoretical maximum amount of product (1.0 means a 100% yield; for example, 0.34 means a 34% yield). (1) The yield is 0.560. The reactants are [CH3:1][O:2][C:3]1[CH:4]=[C:5]2[C:10](=[CH:11][C:12]=1[O:13][CH3:14])[N:9]=[CH:8][CH:7]=[C:6]2[O:15][C:16]1[CH:22]=[CH:21][C:19]([NH2:20])=[C:18]([N+:23]([O-:25])=[O:24])[CH:17]=1.ClC(Cl)(O[C:30](=[O:36])OC(Cl)(Cl)Cl)Cl.[F:38][C:39]1[CH:45]=[C:44]([F:46])[CH:43]=[CH:42][C:40]=1[NH2:41].C(=O)([O-])O.[Na+]. The catalyst is C(Cl)(Cl)Cl.C(N(CC)CC)C. The product is [F:38][C:39]1[CH:45]=[C:44]([F:46])[CH:43]=[CH:42][C:40]=1[NH:41][C:30]([NH:20][C:19]1[CH:21]=[CH:22][C:16]([O:15][C:6]2[C:5]3[C:10](=[CH:11][C:12]([O:13][CH3:14])=[C:3]([O:2][CH3:1])[CH:4]=3)[N:9]=[CH:8][CH:7]=2)=[CH:17][C:18]=1[N+:23]([O-:25])=[O:24])=[O:36]. (2) The reactants are [F:1][C:2]([F:13])([F:12])[O:3][C:4]1[CH:11]=[CH:10][C:7]([CH:8]=O)=[CH:6][CH:5]=1.[NH2:14][C:15]1[N:16]=[N:17][C:18]([CH3:21])=[CH:19][CH:20]=1.C([O:24][C:25](=O)[C:26]([OH:42])=[CH:27][C:28]([C:30]1[CH:35]=[CH:34][C:33]([C:36]2[CH:41]=[CH:40][CH:39]=[CH:38][CH:37]=2)=[CH:32][CH:31]=1)=[O:29])C. No catalyst specified. The product is [C:33]1([C:36]2[CH:37]=[CH:38][CH:39]=[CH:40][CH:41]=2)[CH:34]=[CH:35][C:30]([C:28]([C:27]2[CH:8]([C:7]3[CH:10]=[CH:11][C:4]([O:3][C:2]([F:13])([F:12])[F:1])=[CH:5][CH:6]=3)[N:14]([C:15]3[N:16]=[N:17][C:18]([CH3:21])=[CH:19][CH:20]=3)[C:25](=[O:24])[C:26]=2[OH:42])=[O:29])=[CH:31][CH:32]=1. The yield is 0.210.